From a dataset of Full USPTO retrosynthesis dataset with 1.9M reactions from patents (1976-2016). Predict the reactants needed to synthesize the given product. (1) Given the product [F:36][C:21]([F:20])([F:35])[C:22]1[CH:23]=[CH:24][C:25]([N:28]2[CH2:34][CH2:33][CH2:32][N:31]([CH2:18][C:17]3[C:13]([C:10]4[CH:11]=[CH:12][C:4]5[O:3][C:2](=[O:1])[NH:7][C:6](=[O:8])[C:5]=5[CH:9]=4)=[N:14][NH:15][CH:16]=3)[CH2:30][CH2:29]2)=[N:26][CH:27]=1, predict the reactants needed to synthesize it. The reactants are: [O:1]=[C:2]1[NH:7][C:6](=[O:8])[C:5]2[CH:9]=[C:10]([C:13]3[C:17]([CH:18]=O)=[CH:16][NH:15][N:14]=3)[CH:11]=[CH:12][C:4]=2[O:3]1.[F:20][C:21]([F:36])([F:35])[C:22]1[CH:23]=[CH:24][C:25]([N:28]2[CH2:34][CH2:33][CH2:32][NH:31][CH2:30][CH2:29]2)=[N:26][CH:27]=1. (2) Given the product [CH3:1][O:2][C:3](=[O:18])[C:4]1[CH:9]=[C:8]([Cl:10])[C:7]([N:11]2[CH2:16][CH2:15][N:14]([C:20]3[NH:21][C:22]4[C:28]([C:29]5[CH:30]=[C:31]([F:37])[C:32]([F:36])=[C:33]([F:35])[CH:34]=5)=[CH:27][C:26]([C:38]([F:41])([F:39])[F:40])=[CH:25][C:23]=4[N:24]=3)[C@H:13]([CH3:17])[CH2:12]2)=[N:6][CH:5]=1, predict the reactants needed to synthesize it. The reactants are: [CH3:1][O:2][C:3](=[O:18])[C:4]1[CH:9]=[C:8]([Cl:10])[C:7]([N:11]2[CH2:16][CH2:15][NH:14][C@H:13]([CH3:17])[CH2:12]2)=[N:6][CH:5]=1.Cl[C:20]1[NH:24][C:23]2[CH:25]=[C:26]([C:38]([F:41])([F:40])[F:39])[CH:27]=[C:28]([C:29]3[CH:34]=[C:33]([F:35])[C:32]([F:36])=[C:31]([F:37])[CH:30]=3)[C:22]=2[N:21]=1.